Dataset: Peptide-MHC class I binding affinity with 185,985 pairs from IEDB/IMGT. Task: Regression. Given a peptide amino acid sequence and an MHC pseudo amino acid sequence, predict their binding affinity value. This is MHC class I binding data. (1) The peptide sequence is SLILLECF. The MHC is H-2-Kb with pseudo-sequence H-2-Kb. The binding affinity (normalized) is 0. (2) The MHC is HLA-B39:01 with pseudo-sequence HLA-B39:01. The peptide sequence is LVAPHMAMM. The binding affinity (normalized) is 0.303. (3) The peptide sequence is SPAIFQCSM. The MHC is HLA-A02:02 with pseudo-sequence HLA-A02:02. The binding affinity (normalized) is 0. (4) The peptide sequence is EASTWLDIF. The MHC is HLA-A69:01 with pseudo-sequence HLA-A69:01. The binding affinity (normalized) is 0.0847.